Dataset: Reaction yield outcomes from USPTO patents with 853,638 reactions. Task: Predict the reaction yield, written as a fraction of the theoretical maximum amount of product (1.0 means a 100% yield; for example, 0.34 means a 34% yield). (1) The reactants are Cl[C:2]1[N:11]=[C:10]([NH:12][CH2:13][CH:14]([C:21]2[CH:26]=[CH:25][CH:24]=[CH:23][CH:22]=2)[C:15]2[CH:20]=[CH:19][CH:18]=[CH:17][CH:16]=2)[C:9]2[C:4](=[CH:5][CH:6]=[CH:7][CH:8]=2)[N:3]=1.C(NC1[C:50]2[C:45](=CC=CC=2)[N:44]=[C:43]([C:51]2SC3C=CC=C[C:53]=3[CH:52]=2)[N:42]=1)(C1C=CC=CC=1)C1C=CC=CC=1. No catalyst specified. The product is [NH2:42][C:43]1[C:51]([C:2]2[N:11]=[C:10]([NH:12][CH2:13][CH:14]([C:21]3[CH:26]=[CH:25][CH:24]=[CH:23][CH:22]=3)[C:15]3[CH:20]=[CH:19][CH:18]=[CH:17][CH:16]=3)[C:9]3[C:4](=[CH:5][CH:6]=[CH:7][CH:8]=3)[N:3]=2)=[CH:52][CH:53]=[C:45]([CH3:50])[N:44]=1. The yield is 0.500. (2) The reactants are [OH-].[CH3:2][C:3]1[CH:8]=[CH:7][CH:6]=[C:5]([CH3:9])[C:4]=1[NH:10][C:11](=[O:25])[CH2:12][N+:13]([CH2:23][CH3:24])([CH2:21][CH3:22])[CH2:14][C:15]1[CH:20]=[CH:19][CH:18]=[CH:17][CH:16]=1.[C:26]([OH:43])(=[O:42])[CH2:27][CH2:28][CH2:29][CH2:30][CH2:31][CH2:32][CH2:33][CH2:34][CH2:35][CH2:36][CH2:37][CH2:38][CH2:39][CH2:40][CH3:41]. The catalyst is CO. The product is [CH3:24][CH2:23][N+:13]([CH2:12][C:11]([NH:10][C:4]1[C:3]([CH3:2])=[CH:8][CH:7]=[CH:6][C:5]=1[CH3:9])=[O:25])([CH2:14][C:15]1[CH:16]=[CH:17][CH:18]=[CH:19][CH:20]=1)[CH2:21][CH3:22].[C:26]([O-:43])(=[O:42])[CH2:27][CH2:28][CH2:29][CH2:30][CH2:31][CH2:32][CH2:33][CH2:34][CH2:35][CH2:36][CH2:37][CH2:38][CH2:39][CH2:40][CH3:41]. The yield is 1.00. (3) The reactants are [CH2:1]([O:8][CH2:9][CH2:10][CH2:11][CH2:12][C@@H:13]1[NH:18][C:17](=[O:19])[CH2:16][O:15][CH2:14]1)[C:2]1[CH:7]=[CH:6][CH:5]=[CH:4][CH:3]=1.[C:20]([O:24][C:25](O[C:25]([O:24][C:20]([CH3:23])([CH3:22])[CH3:21])=[O:26])=[O:26])([CH3:23])([CH3:22])[CH3:21].N1C=CN=C1. The catalyst is COC(C)(C)C.C1(C)C=CC=CC=1. The product is [CH2:1]([O:8][CH2:9][CH2:10][CH2:11][CH2:12][C@H:13]1[CH2:14][O:15][CH2:16][C:17](=[O:19])[N:18]1[C:25]([O:24][C:20]([CH3:23])([CH3:22])[CH3:21])=[O:26])[C:2]1[CH:3]=[CH:4][CH:5]=[CH:6][CH:7]=1. The yield is 0.917. (4) The reactants are [CH3:1][C:2]1[NH:6][C:5]([C:7]2[C:11]([NH2:12])=[CH:10][N:9]([CH:13]3[CH2:18][CH2:17][CH2:16][CH2:15][O:14]3)[N:8]=2)=[N:4][C:3]=1[C:19]([F:22])([F:21])[F:20].[CH2:23](Cl)CCl.C1C=CC2N(O)N=NC=2C=1.[F:37][C:38]1[CH:46]=[CH:45][CH:44]=[C:43]([O:47][CH3:48])[C:39]=1[C:40](O)=[O:41]. The catalyst is ClCCl. The product is [F:37][C:38]1[CH:46]=[CH:45][CH:44]=[C:43]([O:47][CH3:48])[C:39]=1[C:40]([N:12]([CH3:23])[C:11]1[C:7]([C:5]2[NH:6][C:2]([CH3:1])=[C:3]([C:19]([F:22])([F:20])[F:21])[N:4]=2)=[N:8][N:9]([CH:13]2[CH2:18][CH2:17][CH2:16][CH2:15][O:14]2)[CH:10]=1)=[O:41]. The yield is 0.670. (5) The reactants are Cl.[NH2:2][CH:3]1[CH:10]2[CH2:11][C:6]3([OH:13])[CH2:7][CH:8]([CH2:12][CH:4]1[CH2:5]3)[CH2:9]2.[Cl:14][C:15]1[N:20]=[C:19]([Cl:21])[C:18]([C:22](Cl)=[O:23])=[CH:17][N:16]=1.CCN(C(C)C)C(C)C. The catalyst is C1COCC1.C(Cl)Cl. The product is [Cl:14][C:15]1[N:20]=[C:19]([Cl:21])[C:18]([C:22]([NH:2][CH:3]2[CH:4]3[CH2:12][CH:8]4[CH2:7][C:6]([OH:13])([CH2:11][CH:10]2[CH2:9]4)[CH2:5]3)=[O:23])=[CH:17][N:16]=1. The yield is 0.660. (6) The yield is 0.920. The reactants are [C:1]([O:5][C:6](=[O:21])[N:7]([C@H:9]1[CH2:14][CH2:13][C@H:12]([O:15][CH2:16][CH2:17][CH2:18][CH2:19]Br)[CH2:11][CH2:10]1)[CH3:8])([CH3:4])([CH3:3])[CH3:2].[CH2:22]([CH2:25][NH2:26])[CH:23]=C.[CH3:27]C(N(C)C)=O. The product is [C:1]([O:5][C:6](=[O:21])[N:7]([C@H:9]1[CH2:14][CH2:13][C@H:12]([O:15][CH2:16][CH2:17][CH2:18][CH2:19][N:26]([CH2:25][CH:22]=[CH2:23])[CH3:27])[CH2:11][CH2:10]1)[CH3:8])([CH3:4])([CH3:3])[CH3:2]. No catalyst specified. (7) The product is [ClH:43].[CH:38]1([N:27]2[C:25]3[N:26]=[C:21]([NH:20][C:17]4[CH:18]=[CH:19][C:14]([N:11]5[CH2:10][CH2:9][NH:8][CH2:13][CH2:12]5)=[CH:15][N:16]=4)[N:22]=[CH:23][C:24]=3[CH:30]=[C:29]([CH2:31][O:32][CH2:33][CH2:34][O:35][CH3:36])[C:28]2=[O:37])[CH2:39][CH2:40][CH2:41][CH2:42]1. The catalyst is ClCCl.C(OCC)C. The yield is 0.859. The reactants are C(OC([N:8]1[CH2:13][CH2:12][N:11]([C:14]2[CH:15]=[N:16][C:17]([NH:20][C:21]3[N:22]=[CH:23][C:24]4[CH:30]=[C:29]([CH2:31][O:32][CH2:33][CH2:34][O:35][CH3:36])[C:28](=[O:37])[N:27]([CH:38]5[CH2:42][CH2:41][CH2:40][CH2:39]5)[C:25]=4[N:26]=3)=[CH:18][CH:19]=2)[CH2:10][CH2:9]1)=O)(C)(C)C.[ClH:43]. (8) The reactants are [CH3:1][O:2][CH2:3][C@H:4]([OH:6])[CH3:5].[H-].[Na+].[NH2:9][C:10]1[C:15]([O:16][CH2:17][CH:18]2[CH2:23][CH2:22][N:21]([C:24]3[N:29]=[C:28](Cl)[N:27]=[C:26]([C:31]([NH:33][CH2:34][CH3:35])=[O:32])[CH:25]=3)[CH2:20][CH2:19]2)=[CH:14][C:13]([C:36]2[N:40]([CH3:41])[N:39]=[N:38][CH:37]=2)=[CH:12][N:11]=1.O. The catalyst is CN(C=O)C. The product is [NH2:9][C:10]1[C:15]([O:16][CH2:17][CH:18]2[CH2:23][CH2:22][N:21]([C:24]3[N:29]=[C:28]([O:6][C@H:4]([CH3:5])[CH2:3][O:2][CH3:1])[N:27]=[C:26]([C:31]([NH:33][CH2:34][CH3:35])=[O:32])[CH:25]=3)[CH2:20][CH2:19]2)=[CH:14][C:13]([C:36]2[N:40]([CH3:41])[N:39]=[N:38][CH:37]=2)=[CH:12][N:11]=1. The yield is 0.0800.